Dataset: Reaction yield outcomes from USPTO patents with 853,638 reactions. Task: Predict the reaction yield, written as a fraction of the theoretical maximum amount of product (1.0 means a 100% yield; for example, 0.34 means a 34% yield). (1) The reactants are N1[CH2:5][CH2:4][CH2:3][CH2:2]1.[Br:6][C:7]1[CH:8]=[C:9]([CH2:17][C:18]([CH3:20])=O)[CH:10]=[CH:11][C:12]=1[O:13][CH2:14][O:15][CH3:16]. The catalyst is C1(C)C=CC=CC=1. The product is [Br:6][C:7]1[CH:8]=[C:9]([CH:10]=[CH:11][C:12]=1[O:13][CH2:14][O:15][CH3:16])[CH2:17][C:18]1[CH:20]=[C:5]2[C:3](=[CH:4][CH:5]=[CH:2][CH:3]=[CH:4]2)[CH:2]=1. The yield is 0.260. (2) The reactants are Cl.[NH2:2][CH2:3][CH2:4][C:5]1[CH:13]=[CH:12][C:8]([C:9]([OH:11])=[O:10])=[CH:7][CH:6]=1.[C:14](O[C:14]([O:16][C:17]([CH3:20])([CH3:19])[CH3:18])=[O:15])([O:16][C:17]([CH3:20])([CH3:19])[CH3:18])=[O:15].O. The catalyst is C(O)(C)(C)C.[OH-].[Na+]. The product is [C:17]([O:16][C:14]([NH:2][CH2:3][CH2:4][C:5]1[CH:13]=[CH:12][C:8]([C:9]([OH:11])=[O:10])=[CH:7][CH:6]=1)=[O:15])([CH3:20])([CH3:19])[CH3:18]. The yield is 0.950.